From a dataset of Forward reaction prediction with 1.9M reactions from USPTO patents (1976-2016). Predict the product of the given reaction. (1) Given the reactants [F:1][C:2]1[CH:7]=[CH:6][C:5](/[CH:8]=[C:9](\[CH:13]([CH3:17])[C:14]([OH:16])=O)/[C:10]([OH:12])=[O:11])=[CH:4][CH:3]=1.O, predict the reaction product. The product is: [F:1][C:2]1[CH:3]=[C:4]2[C:5](=[CH:6][CH:7]=1)[CH:8]=[C:9]([C:10]([OH:12])=[O:11])[C:13]([CH3:17])=[C:14]2[OH:16]. (2) Given the reactants [CH:1]([O:4][C:5]1[CH:12]=[CH:11][C:8]([CH:9]=O)=[CH:7][C:6]=1[N+:13]([O-:15])=[O:14])([CH3:3])[CH3:2].[C:16]([CH:21]=P(C1C=CC=CC=1)(C1C=CC=CC=1)C1C=CC=CC=1)([O:18][CH2:19][CH3:20])=[O:17].O1CCCC1, predict the reaction product. The product is: [CH:1]([O:4][C:5]1[CH:12]=[CH:11][C:8]([CH:9]=[CH:21][C:16]([O:18][CH2:19][CH3:20])=[O:17])=[CH:7][C:6]=1[N+:13]([O-:15])=[O:14])([CH3:3])[CH3:2].